This data is from Reaction yield outcomes from USPTO patents with 853,638 reactions. The task is: Predict the reaction yield, written as a fraction of the theoretical maximum amount of product (1.0 means a 100% yield; for example, 0.34 means a 34% yield). The product is [C:1]([NH:19][C:23](=[O:17])[C@H:22]([CH2:27][CH2:26][CH2:25][CH3:24])[NH2:21])([O:3][C:4]([CH3:7])([CH3:6])[CH3:5])=[O:2]. The yield is 0.780. The catalyst is C(Cl)CCl. The reactants are [C:1](N[C@H](C(O)=O)CCCC)([O:3][C:4]([CH3:7])([CH3:6])[CH3:5])=[O:2].[OH2:17].O[N:19]1[C:23]2[CH:24]=[CH:25][CH:26]=[CH:27][C:22]=2[N:21]=N1.ClCCl.